Dataset: Catalyst prediction with 721,799 reactions and 888 catalyst types from USPTO. Task: Predict which catalyst facilitates the given reaction. (1) The catalyst class is: 687. Reactant: [C:1]([O:5][C:6]([NH:8][N:9]=[CH:10][C:11]1[CH:16]=[CH:15][CH:14]=[C:13]([C:17]2[NH:21][N:20]=[N:19][N:18]=2)[CH:12]=1)=[O:7])([CH3:4])([CH3:3])[CH3:2]. Product: [C:1]([O:5][C:6]([NH:8][NH:9][CH2:10][C:11]1[CH:16]=[CH:15][CH:14]=[C:13]([C:17]2[NH:21][N:20]=[N:19][N:18]=2)[CH:12]=1)=[O:7])([CH3:4])([CH3:2])[CH3:3]. (2) Reactant: [CH3:1][O:2][C:3](=[O:29])[C@@H:4]([NH:21][C:22]([O:24][C:25]([CH3:28])([CH3:27])[CH3:26])=[O:23])[CH2:5][C:6]1[CH:11]=[CH:10][C:9](B2OC(C)(C)C(C)(C)O2)=[CH:8][CH:7]=1.Br[C:31]1[CH:36]=[CH:35][N:34]=[C:33]([CH3:37])[C:32]=1[CH3:38].C([O-])([O-])=O.[Na+].[Na+]. Product: [CH3:1][O:2][C:3](=[O:29])[C@@H:4]([NH:21][C:22]([O:24][C:25]([CH3:26])([CH3:27])[CH3:28])=[O:23])[CH2:5][C:6]1[CH:7]=[CH:8][C:9]([C:31]2[CH:36]=[CH:35][N:34]=[C:33]([CH3:37])[C:32]=2[CH3:38])=[CH:10][CH:11]=1. The catalyst class is: 398. (3) Reactant: [CH2:1]([S:4]([N:7]1[CH2:10][CH:9]([OH:11])[CH2:8]1)(=[O:6])=[O:5])[CH2:2][CH3:3].[CH3:12][S:13](Cl)(=[O:15])=[O:14].ClCCl. Product: [CH2:1]([S:4]([N:7]1[CH2:8][CH:9]([O:11][S:13]([CH3:12])(=[O:15])=[O:14])[CH2:10]1)(=[O:6])=[O:5])[CH2:2][CH3:3]. The catalyst class is: 17. (4) Reactant: [N:1]([CH2:4][CH2:5][C:6]1[N:7]=[C:8]2[N:12]([CH:13]=1)[N:11]=[C:10]([C:14]([F:17])([F:16])[F:15])[S:9]2)=[N+]=[N-].O.C1(P(C2C=CC=CC=2)C2C=CC=CC=2)C=CC=CC=1. Product: [F:16][C:14]([F:15])([F:17])[C:10]1[S:9][C:8]2=[N:7][C:6]([CH2:5][CH2:4][NH2:1])=[CH:13][N:12]2[N:11]=1. The catalyst class is: 1. (5) Reactant: CS(C)=O.FC(F)(F)C(OC(=O)C(F)(F)F)=O.[OH:18][C@@H:19]([C:40]1[CH:45]=[CH:44][CH:43]=[CH:42][CH:41]=1)[CH2:20][N:21]1[C:26]2=[N:27][C:28]([C:32]3[CH:37]=[CH:36][N:35]=[CH:34][CH:33]=3)=[CH:29][C:30](=[O:31])[N:25]2[CH2:24][CH2:23][C:22]1([CH3:39])[CH3:38].C(N(CC)CC)C.[Cl:53]CCl. Product: [ClH:53].[CH3:38][C:22]1([CH3:39])[CH2:23][CH2:24][N:25]2[C:30](=[O:31])[CH:29]=[C:28]([C:32]3[CH:33]=[CH:34][N:35]=[CH:36][CH:37]=3)[N:27]=[C:26]2[N:21]1[CH2:20][C:19](=[O:18])[C:40]1[CH:45]=[CH:44][CH:43]=[CH:42][CH:41]=1. The catalyst class is: 6. (6) Reactant: [C:1]([O:9][C@@:10]12[O:16][C@@H:11]1[CH2:12][CH2:13][CH2:14][CH2:15]2)(=[O:8])[C:2]1[CH:7]=[CH:6][CH:5]=[CH:4][CH:3]=1. Product: [C:1]([O:9][C@H:10]1[CH2:15][CH2:14][CH2:13][CH2:12][C:11]1=[O:16])(=[O:8])[C:2]1[CH:3]=[CH:4][CH:5]=[CH:6][CH:7]=1. The catalyst class is: 2. (7) Reactant: [N+:1]([C:4]1[CH:9]=[CH:8][C:7]([S:10]([NH:13][C:14]2[CH:19]=[CH:18][CH:17]=[CH:16][C:15]=2[C:20]([F:23])([F:22])[F:21])(=[O:12])=[O:11])=[CH:6][CH:5]=1)([O-:3])=[O:2].Br[CH2:25][CH:26]([CH3:28])[CH3:27].C([O-])([O-])=O.[K+].[K+]. Product: [CH2:25]([N:13]([C:14]1[CH:19]=[CH:18][CH:17]=[CH:16][C:15]=1[C:20]([F:23])([F:21])[F:22])[S:10]([C:7]1[CH:8]=[CH:9][C:4]([N+:1]([O-:3])=[O:2])=[CH:5][CH:6]=1)(=[O:11])=[O:12])[CH:26]([CH3:28])[CH3:27]. The catalyst class is: 31. (8) Reactant: [CH2:1]([N:8]1[C@H:12]2[CH2:13][CH2:14][CH2:15]S[CH2:17][C@@H:11]2[N:10]([CH2:18][C:19]2[CH:24]=[CH:23][CH:22]=[CH:21][CH:20]=2)[C:9]1=[O:25])[C:2]1[CH:7]=[CH:6][CH:5]=[CH:4][CH:3]=1.O[O:27][S:28]([O-:30])=O.[K+]. Product: [CH2:1]([N:8]1[C@H:12]2[CH2:13][CH2:14][CH2:15][S:28](=[O:30])(=[O:27])[CH2:17][C@@H:11]2[N:10]([CH2:18][C:19]2[CH:24]=[CH:23][CH:22]=[CH:21][CH:20]=2)[C:9]1=[O:25])[C:2]1[CH:3]=[CH:4][CH:5]=[CH:6][CH:7]=1. The catalyst class is: 87. (9) Reactant: [Cl:1][C:2]1[C:6]([N:7]([CH2:15][CH3:16])C(=O)OC(C)(C)C)=[CH:5][N:4]([C:17]2[CH:18]=[N:19][CH:20]=[CH:21][CH:22]=2)[N:3]=1.[ClH:23]. Product: [ClH:1].[ClH:23].[Cl:1][C:2]1[C:6]([NH:7][CH2:15][CH3:16])=[CH:5][N:4]([C:17]2[CH:18]=[N:19][CH:20]=[CH:21][CH:22]=2)[N:3]=1. The catalyst class is: 12.